From a dataset of NCI-60 drug combinations with 297,098 pairs across 59 cell lines. Regression. Given two drug SMILES strings and cell line genomic features, predict the synergy score measuring deviation from expected non-interaction effect. (1) Drug 1: C1CCC(C1)C(CC#N)N2C=C(C=N2)C3=C4C=CNC4=NC=N3. Drug 2: CC1CCC2CC(C(=CC=CC=CC(CC(C(=O)C(C(C(=CC(C(=O)CC(OC(=O)C3CCCCN3C(=O)C(=O)C1(O2)O)C(C)CC4CCC(C(C4)OC)O)C)C)O)OC)C)C)C)OC. Cell line: NCI-H460. Synergy scores: CSS=25.5, Synergy_ZIP=4.44, Synergy_Bliss=7.88, Synergy_Loewe=-32.0, Synergy_HSA=7.83. (2) Drug 1: CC1CCC2CC(C(=CC=CC=CC(CC(C(=O)C(C(C(=CC(C(=O)CC(OC(=O)C3CCCCN3C(=O)C(=O)C1(O2)O)C(C)CC4CCC(C(C4)OC)O)C)C)O)OC)C)C)C)OC. Drug 2: CCC1=C2CN3C(=CC4=C(C3=O)COC(=O)C4(CC)O)C2=NC5=C1C=C(C=C5)O. Cell line: NCIH23. Synergy scores: CSS=20.0, Synergy_ZIP=-5.45, Synergy_Bliss=1.43, Synergy_Loewe=-9.40, Synergy_HSA=0.298. (3) Drug 1: C1=CC(=CC=C1CC(C(=O)O)N)N(CCCl)CCCl.Cl. Drug 2: COC1=NC(=NC2=C1N=CN2C3C(C(C(O3)CO)O)O)N. Cell line: T-47D. Synergy scores: CSS=17.1, Synergy_ZIP=-2.16, Synergy_Bliss=2.70, Synergy_Loewe=-13.3, Synergy_HSA=-0.0491.